From a dataset of Forward reaction prediction with 1.9M reactions from USPTO patents (1976-2016). Predict the product of the given reaction. (1) Given the reactants [Cl-].[Al+3].[Cl-].[Cl-].[Cl:5][CH2:6][CH2:7][C:8](Cl)=[O:9].[NH:11]1[C:19]2[C:14](=[CH:15][CH:16]=[CH:17][CH:18]=2)[CH2:13][C:12]1=[O:20], predict the reaction product. The product is: [Cl:5][CH2:6][CH2:7][C:8]([C:16]1[CH:15]=[C:14]2[C:19](=[CH:18][CH:17]=1)[NH:11][C:12](=[O:20])[CH2:13]2)=[O:9]. (2) Given the reactants [CH3:1][O:2][C:3]1[C:4]([O:23][CH3:24])=[CH:5][C:6]2[CH2:7][CH:8]3[CH2:22][NH:21][CH2:20][CH2:19][N:9]3[CH:10]([C:13]3[CH:18]=[CH:17][CH:16]=[CH:15][CH:14]=3)[C:11]=2[CH:12]=1.Cl[CH2:26][S:27][CH3:28].C(N(CC)CC)C, predict the reaction product. The product is: [CH3:1][O:2][C:3]1[C:4]([O:23][CH3:24])=[CH:5][C:6]2[CH2:7][CH:8]3[CH2:22][N:21]([CH2:26][S:27][CH3:28])[CH2:20][CH2:19][N:9]3[CH:10]([C:13]3[CH:18]=[CH:17][CH:16]=[CH:15][CH:14]=3)[C:11]=2[CH:12]=1. (3) Given the reactants C([O:3][C:4]([C:6]1[CH:7]=[C:8]2[C:13](=[CH:14][CH:15]=1)[NH:12][CH:11]([C:16]1[CH:21]=[CH:20][C:19]([F:22])=[C:18]([Cl:23])[CH:17]=1)[C:10]([CH3:25])([CH3:24])[CH2:9]2)=[O:5])C.[OH-].[Na+].Cl, predict the reaction product. The product is: [Cl:23][C:18]1[CH:17]=[C:16]([CH:11]2[C:10]([CH3:24])([CH3:25])[CH2:9][C:8]3[C:13](=[CH:14][CH:15]=[C:6]([C:4]([OH:5])=[O:3])[CH:7]=3)[NH:12]2)[CH:21]=[CH:20][C:19]=1[F:22]. (4) Given the reactants [Cl:1][C:2]1[CH:7]=[CH:6][CH:5]=[CH:4][C:3]=1[C:8]1[NH:12][N:11]=[N:10][N:9]=1.[CH2:13](Br)[C:14]1[CH:19]=[CH:18][CH:17]=[CH:16][CH:15]=1.ClCC1C=CC=CC=1OC.N, predict the reaction product. The product is: [CH2:13]([N:9]1[C:8]([C:3]2[CH:4]=[CH:5][CH:6]=[CH:7][C:2]=2[Cl:1])=[N:12][N:11]=[N:10]1)[C:14]1[CH:19]=[CH:18][CH:17]=[CH:16][CH:15]=1. (5) Given the reactants [C:1]([C:9]1[C:10]([OH:22])=[C:11]([C:16]([CH3:21])=[CH:17][C:18]([OH:20])=[O:19])[CH:12]=[CH:13][C:14]=1[OH:15])(=[O:8])[C:2]1[CH:7]=[CH:6][CH:5]=[CH:4][CH:3]=1.[CH3:23][C:24](=[CH:26][CH2:27][CH2:28][CH:29]([CH2:31][CH2:32]O)[CH3:30])[CH3:25].C1(C)C=CC(S(O)(=O)=O)=CC=1, predict the reaction product. The product is: [CH3:30][CH:29]([CH2:28][CH2:27][CH2:26][C:24]([CH3:25])=[CH2:23])[CH2:31][CH2:32][O:19][C:18](=[O:20])/[CH:17]=[C:16](/[C:11]1[CH:12]=[CH:13][C:14]([OH:15])=[C:9]([C:1](=[O:8])[C:2]2[CH:3]=[CH:4][CH:5]=[CH:6][CH:7]=2)[C:10]=1[OH:22])\[CH3:21]. (6) Given the reactants C[O:2][C:3](=O)[CH:4]=[C:5]1[C:11]2[CH:12]=[CH:13][C:14]([Cl:16])=[CH:15][C:10]=2[CH2:9][CH2:8][C:7]2[CH:17]=[CH:18][CH:19]=[CH:20][C:6]1=2.[H-].C1(C)C=CC=CC=1, predict the reaction product. The product is: [Cl:16][C:14]1[CH:13]=[CH:12][C:11]2[C:5](=[CH:4][CH2:3][OH:2])[C:6]3[CH:20]=[CH:19][CH:18]=[CH:17][C:7]=3[CH2:8][CH2:9][C:10]=2[CH:15]=1. (7) Given the reactants [CH3:1][NH:2][C:3]1[N:8]=[C:7]([NH2:9])[C:6]([N+:10]([O-])=O)=[CH:5][N:4]=1.[H][H], predict the reaction product. The product is: [CH3:1][NH:2][C:3]1[N:8]=[C:7]([NH2:9])[C:6]([NH2:10])=[CH:5][N:4]=1. (8) Given the reactants [Cl:1][C:2]1[CH:7]=[CH:6][CH:5]=[CH:4][C:3]=1[NH:8][C:9]1[N:14]2[N:15]=[CH:16][C:17]([C:18]([OH:20])=O)=[C:13]2[N:12]=[CH:11][C:10]=1[C:21]([N:23]1[CH2:28][CH2:27][CH:26]([C:29]2[CH:34]=[CH:33][CH:32]=[CH:31][CH:30]=2)[CH2:25][CH2:24]1)=[O:22].[CH2:35]([S:37]([NH2:40])(=[O:39])=[O:38])[CH3:36], predict the reaction product. The product is: [Cl:1][C:2]1[CH:7]=[CH:6][CH:5]=[CH:4][C:3]=1[NH:8][C:9]1[N:14]2[N:15]=[CH:16][C:17]([C:18]([NH:40][S:37]([CH2:35][CH3:36])(=[O:39])=[O:38])=[O:20])=[C:13]2[N:12]=[CH:11][C:10]=1[C:21]([N:23]1[CH2:24][CH2:25][CH:26]([C:29]2[CH:30]=[CH:31][CH:32]=[CH:33][CH:34]=2)[CH2:27][CH2:28]1)=[O:22]. (9) Given the reactants [Br:1][C:2]1[CH:3]=[C:4]([CH:8]=[CH:9][CH:10]=1)[C:5]([OH:7])=O.[CH2:11]([O:13][C:14](=[O:23])[CH2:15][C:16]1[CH:21]=[CH:20][CH:19]=[C:18]([NH2:22])[CH:17]=1)[CH3:12], predict the reaction product. The product is: [CH2:11]([O:13][C:14](=[O:23])[CH2:15][C:16]1[CH:21]=[CH:20][CH:19]=[C:18]([NH:22][C:5](=[O:7])[C:4]2[CH:8]=[CH:9][CH:10]=[C:2]([Br:1])[CH:3]=2)[CH:17]=1)[CH3:12]. (10) The product is: [Cl:1][C:2]1[CH:3]=[CH:4][C:5]([CH2:8][O:9][C:10]2[CH:15]=[CH:14][N:13]([C:18]3[CH:23]=[CH:22][C:21]4[C:24]5[CH2:30][CH2:29][N:28]([C:31]([O:33][C:34]([CH3:36])([CH3:35])[CH3:37])=[O:32])[CH2:27][CH2:26][C:25]=5[O:38][C:20]=4[CH:19]=3)[C:12](=[O:16])[CH:11]=2)=[N:6][CH:7]=1. Given the reactants [Cl:1][C:2]1[CH:3]=[CH:4][C:5]([CH2:8][O:9][C:10]2[CH:15]=[CH:14][NH:13][C:12](=[O:16])[CH:11]=2)=[N:6][CH:7]=1.Br[C:18]1[CH:23]=[CH:22][C:21]2[C:24]3[CH2:30][CH2:29][N:28]([C:31]([O:33][C:34]([CH3:37])([CH3:36])[CH3:35])=[O:32])[CH2:27][CH2:26][C:25]=3[O:38][C:20]=2[CH:19]=1.C([O-])([O-])=O.[Cs+].[Cs+].CN[C@@H]1CCCC[C@H]1NC, predict the reaction product.